Dataset: Reaction yield outcomes from USPTO patents with 853,638 reactions. Task: Predict the reaction yield, written as a fraction of the theoretical maximum amount of product (1.0 means a 100% yield; for example, 0.34 means a 34% yield). (1) The reactants are [F:1][CH:2]([F:31])[C:3]1[N:7]([C:8]2[N:13]=[C:12]([N:14]3[CH2:19][CH2:18][O:17][CH2:16][CH2:15]3)[N:11]=[C:10]([N:20]3[CH2:23][CH:22]([NH2:24])[CH2:21]3)[N:9]=2)[C:6]2[CH:25]=[CH:26][CH:27]=[C:28]([O:29][CH3:30])[C:5]=2[N:4]=1.[Cl:32][CH2:33][C:34](Cl)=[O:35]. No catalyst specified. The product is [Cl:32][CH2:33][C:34]([NH:24][CH:22]1[CH2:21][N:20]([C:10]2[N:9]=[C:8]([N:7]3[C:6]4[CH:25]=[CH:26][CH:27]=[C:28]([O:29][CH3:30])[C:5]=4[N:4]=[C:3]3[CH:2]([F:1])[F:31])[N:13]=[C:12]([N:14]3[CH2:15][CH2:16][O:17][CH2:18][CH2:19]3)[N:11]=2)[CH2:23]1)=[O:35]. The yield is 0.950. (2) The reactants are [CH2:1]([NH:5][C:6]([C:8]1[C:16]2[C:11](=[CH:12][C:13]([O:17]C)=[CH:14][CH:15]=2)[N:10]([CH3:19])[C:9]=1[CH3:20])=[O:7])[CH2:2][CH2:3][CH3:4].B(Br)(Br)Br.C(Cl)Cl. No catalyst specified. The product is [CH2:1]([NH:5][C:6]([C:8]1[C:16]2[C:11](=[CH:12][C:13]([OH:17])=[CH:14][CH:15]=2)[N:10]([CH3:19])[C:9]=1[CH3:20])=[O:7])[CH2:2][CH2:3][CH3:4]. The yield is 0.960. (3) The reactants are [O:1]1[C:10]2[CH:9]=[C:8]([CH2:11][N:12]([CH:20]3[CH2:25][CH2:24][N:23]([CH2:26][CH2:27][C:28]4[CH:29]=[CH:30][CH:31]=[C:32]5[C:37]=4[N:36]([CH3:38])[C:35](=[O:39])[CH:34]=[CH:33]5)[CH2:22][CH2:21]3)C(=O)OC(C)(C)C)[N:7]=[CH:6][C:5]=2[O:4][CH2:3][CH2:2]1.[Cl:40]CCl.C(O)(C(F)(F)F)=O. No catalyst specified. The product is [ClH:40].[O:1]1[C:10]2[CH:9]=[C:8]([CH2:11][NH:12][CH:20]3[CH2:25][CH2:24][N:23]([CH2:26][CH2:27][C:28]4[CH:29]=[CH:30][CH:31]=[C:32]5[C:37]=4[N:36]([CH3:38])[C:35](=[O:39])[CH:34]=[CH:33]5)[CH2:22][CH2:21]3)[N:7]=[CH:6][C:5]=2[O:4][CH2:3][CH2:2]1. The yield is 0.730. (4) The reactants are [Cl:1][C:2]1[CH:10]=[C:9]2[C:5]([C:6]([C:11]([O:13][CH3:14])=[O:12])=[CH:7][NH:8]2)=[CH:4][C:3]=1B1OCC(C)(C)CO1.[CH2:23]([O:30][CH2:31][C:32]1([C:36]2[CH:41]=[CH:40][C:39](Br)=[CH:38][CH:37]=2)[CH2:35][O:34][CH2:33]1)[C:24]1[CH:29]=[CH:28][CH:27]=[CH:26][CH:25]=1.C(=O)([O-])[O-].[K+].[K+].C1(C)C=CC=CC=1. The catalyst is C(OCC)(=O)C.C(O)C. The product is [CH2:23]([O:30][CH2:31][C:32]1([C:36]2[CH:41]=[CH:40][C:39]([C:3]3[CH:4]=[C:5]4[C:9](=[CH:10][C:2]=3[Cl:1])[NH:8][CH:7]=[C:6]4[C:11]([O:13][CH3:14])=[O:12])=[CH:38][CH:37]=2)[CH2:33][O:34][CH2:35]1)[C:24]1[CH:25]=[CH:26][CH:27]=[CH:28][CH:29]=1. The yield is 0.620. (5) The reactants are [Cl:1][C:2]1[CH:3]=[C:4]([NH:16][C:17]2[C:26]3[C:21](=[CH:22][C:23]([O:39][CH2:40][CH3:41])=[C:24]([NH:27][C:28](=[O:38])[CH2:29]P(OCC)(OCC)=O)[CH:25]=3)[N:20]=[CH:19][C:18]=2[C:42]#[N:43])[CH:5]=[CH:6][C:7]=1[O:8][CH2:9][C:10]1[CH:15]=[CH:14][CH:13]=[CH:12][N:11]=1.C[Si]([N-][Si](C)(C)C)(C)C.[Li+].C1(C)C=CC=CC=1.[Si:61]([O:68][C@H:69]1[CH2:73][N:72]([CH3:74])[C@H:71]([CH:75]=O)[CH2:70]1)([C:64]([CH3:67])([CH3:66])[CH3:65])([CH3:63])[CH3:62]. The catalyst is O1CCCC1. The product is [Si:61]([O:68][C@H:69]1[CH2:73][N:72]([CH3:74])[C@H:71](/[CH:75]=[CH:29]/[C:28]([NH:27][C:24]2[CH:25]=[C:26]3[C:21](=[CH:22][C:23]=2[O:39][CH2:40][CH3:41])[N:20]=[CH:19][C:18]([C:42]#[N:43])=[C:17]3[NH:16][C:4]2[CH:5]=[CH:6][C:7]([O:8][CH2:9][C:10]3[CH:15]=[CH:14][CH:13]=[CH:12][N:11]=3)=[C:2]([Cl:1])[CH:3]=2)=[O:38])[CH2:70]1)([C:64]([CH3:67])([CH3:66])[CH3:65])([CH3:62])[CH3:63]. The yield is 0.612. (6) The reactants are [C:1]1([Mg]Br)[CH:6]=[CH:5][CH:4]=[CH:3][CH:2]=1.[N:9]12[CH2:16][CH2:15][CH:12]([CH2:13][CH2:14]1)[C@@H:11]([O:17][C:18](=[O:26])[C:19](=[O:25])[C:20]1[O:21][CH:22]=[CH:23][CH:24]=1)[CH2:10]2.[Cl-].[NH4+].CCOCC. The catalyst is C1COCC1.N#N. The product is [N:9]12[CH2:16][CH2:15][CH:12]([CH2:13][CH2:14]1)[C@@H:11]([O:17][C:18](=[O:26])[C:19]([C:20]1[O:21][CH:22]=[CH:23][CH:24]=1)([OH:25])[C:1]1[CH:6]=[CH:5][CH:4]=[CH:3][CH:2]=1)[CH2:10]2. The yield is 0.400. (7) The reactants are [CH2:1]([C:4]1[NH:5][C:6]2[C:11]([CH:12]=1)=[C:10]([C:13]([F:16])([F:15])[F:14])[C:9]([C:17]#[N:18])=[CH:8][CH:7]=2)[CH2:2][CH3:3].C([O-])([O-])=O.[Cs+].[Cs+].Cl[CH2:26][C:27]1[O:31][C:30]([C:32]([O:34]CC)=[O:33])=[CH:29][CH:28]=1. The catalyst is C(#N)C. The product is [C:17]([C:9]1[C:10]([C:13]([F:15])([F:16])[F:14])=[C:11]2[C:6](=[CH:7][CH:8]=1)[N:5]([CH2:26][C:27]1[O:31][C:30]([C:32]([OH:34])=[O:33])=[CH:29][CH:28]=1)[C:4]([CH2:1][CH2:2][CH3:3])=[CH:12]2)#[N:18]. The yield is 0.780.